Dataset: Forward reaction prediction with 1.9M reactions from USPTO patents (1976-2016). Task: Predict the product of the given reaction. (1) Given the reactants [OH:1][C:2]1[C:3]([C:20]([O:22][CH3:23])=[O:21])=[N:4][C:5](OS(C(F)(F)F)(=O)=O)=[C:6]2[C:11]=1[N:10]=[CH:9][CH:8]=[CH:7]2.[CH3:24][OH:25].C(N([CH:32]([CH3:34])[CH3:33])CC)(C)C, predict the reaction product. The product is: [C:24]([O:1][C:2]1[C:11]2[N:10]=[CH:9][CH:8]=[CH:7][C:6]=2[C:5]([C:20]([O:22][CH3:23])=[O:21])=[N:4][C:3]=1[C:20]([O:22][CH3:23])=[O:21])(=[O:25])[C:33]1[CH:32]=[CH:34][CH:3]=[CH:2][CH:11]=1. (2) Given the reactants [CH3:1][O:2][C:3]1[C:4]2[C:15]([C:16]3[CH:21]=[CH:20][CH:19]=[CH:18][CH:17]=3)=[C:14]([C:22]3[CH:27]=[CH:26][C:25]([C:28]4([NH:32][C:33](=[O:39])[O:34][C:35]([CH3:38])([CH3:37])[CH3:36])[CH2:31][CH2:30][CH2:29]4)=[CH:24][CH:23]=3)[O:13][C:5]=2[N:6]=[C:7](S(C)(=O)=O)[N:8]=1.[CH3:40][NH2:41].C1COCC1, predict the reaction product. The product is: [CH3:1][O:2][C:3]1[C:4]2[C:15]([C:16]3[CH:21]=[CH:20][CH:19]=[CH:18][CH:17]=3)=[C:14]([C:22]3[CH:27]=[CH:26][C:25]([C:28]4([NH:32][C:33](=[O:39])[O:34][C:35]([CH3:38])([CH3:37])[CH3:36])[CH2:31][CH2:30][CH2:29]4)=[CH:24][CH:23]=3)[O:13][C:5]=2[N:6]=[C:7]([NH:41][CH3:40])[N:8]=1. (3) Given the reactants [C:1]([O:20][CH2:21][CH2:22][CH2:23][CH2:24][O:25][CH2:26][CH2:27][OH:28])([C:14]1[CH:19]=[CH:18][CH:17]=[CH:16][CH:15]=1)([C:8]1[CH:13]=[CH:12][CH:11]=[CH:10][CH:9]=1)[C:2]1[CH:7]=[CH:6][CH:5]=[CH:4][CH:3]=1.[S:29](Cl)([C:32]1[CH:38]=[CH:37][C:35]([CH3:36])=[CH:34][CH:33]=1)(=[O:31])=[O:30], predict the reaction product. The product is: [C:1]([O:20][CH2:21][CH2:22][CH2:23][CH2:24][O:25][CH2:26][CH2:27][O:28][S:29]([C:32]1[CH:38]=[CH:37][C:35]([CH3:36])=[CH:34][CH:33]=1)(=[O:31])=[O:30])([C:8]1[CH:13]=[CH:12][CH:11]=[CH:10][CH:9]=1)([C:14]1[CH:15]=[CH:16][CH:17]=[CH:18][CH:19]=1)[C:2]1[CH:3]=[CH:4][CH:5]=[CH:6][CH:7]=1. (4) Given the reactants [N:1]1([C:7]2[CH:8]=[CH:9][C:10]3[N:11]([C:13]([C:16]([F:19])([F:18])[F:17])=[N:14][N:15]=3)[N:12]=2)[CH2:6][CH2:5][NH:4][CH2:3][CH2:2]1.[NH:20]1[C:24]2[CH:25]=[CH:26][CH:27]=[CH:28][C:23]=2[N:22]=[C:21]1[CH:29]=O, predict the reaction product. The product is: [NH:20]1[C:24]2[CH:25]=[CH:26][CH:27]=[CH:28][C:23]=2[N:22]=[C:21]1[CH2:29][N:4]1[CH2:3][CH2:2][N:1]([C:7]2[CH:8]=[CH:9][C:10]3[N:11]([C:13]([C:16]([F:17])([F:18])[F:19])=[N:14][N:15]=3)[N:12]=2)[CH2:6][CH2:5]1. (5) Given the reactants [OH:1][N:2]1[C:6](=[O:7])[C:5]2=[CH:8][CH:9]=[CH:10][CH:11]=[C:4]2[C:3]1=[O:12].C(=O)([O-])[O-].[K+].[K+].Cl[C@@H:20]([CH3:28])[C:21]([O:23][C:24]([CH3:27])([CH3:26])[CH3:25])=[O:22], predict the reaction product. The product is: [O:7]=[C:6]1[C:5]2[C:4](=[CH:11][CH:10]=[CH:9][CH:8]=2)[C:3](=[O:12])[N:2]1[O:1][C@H:20]([CH3:28])[C:21]([O:23][C:24]([CH3:27])([CH3:26])[CH3:25])=[O:22].